Dataset: Forward reaction prediction with 1.9M reactions from USPTO patents (1976-2016). Task: Predict the product of the given reaction. (1) Given the reactants [C:1]([O:5][C:6]([NH:8][C:9]1[CH:14]=[C:13]([C:15](=[CH:25][N:26](C)C)[C:16]([C:18]2[CH:23]=[CH:22][C:21]([Cl:24])=[CH:20][CH:19]=2)=O)[CH:12]=[CH:11][N:10]=1)=[O:7])([CH3:4])([CH3:3])[CH3:2].C(OC([NH:36]C1C=C(C(=CN(C)C)C(C2C=CC(F)=CC=2)=O)C=CN=1)=O)(C)(C)C, predict the reaction product. The product is: [C:1]([O:5][C:6]([NH:8][C:9]1[CH:14]=[C:13]([C:15]2[C:16]([C:18]3[CH:23]=[CH:22][C:21]([Cl:24])=[CH:20][CH:19]=3)=[N:36][NH:26][CH:25]=2)[CH:12]=[CH:11][N:10]=1)=[O:7])([CH3:4])([CH3:3])[CH3:2]. (2) Given the reactants [Br:1][C:2]1[CH:14]=[C:13]2[C:5]([C:6]3[CH2:7][CH:8]([C:15]([O:17][CH2:18][CH3:19])=[O:16])[CH2:9][CH2:10][C:11]=3[NH:12]2)=[C:4]([C:20](=[O:23])[NH:21][CH3:22])[CH:3]=1.C(C1C(=O)C(Cl)=C(Cl)C(=O)C=1C#N)#N, predict the reaction product. The product is: [Br:1][C:2]1[CH:14]=[C:13]2[C:5]([C:6]3[CH:7]=[C:8]([C:15]([O:17][CH2:18][CH3:19])=[O:16])[CH:9]=[CH:10][C:11]=3[NH:12]2)=[C:4]([C:20](=[O:23])[NH:21][CH3:22])[CH:3]=1. (3) Given the reactants [Cl-].[Al+3].[Cl-].[Cl-].CN(C)C=O.[C:10]([NH:13][C:14]1[CH:19]=[CH:18][CH:17]=[CH:16][CH:15]=1)(=[O:12])[CH3:11].[C:20]1(=[O:26])[O:25][C:23](=[O:24])[CH2:22][CH2:21]1, predict the reaction product. The product is: [C:10]([NH:13][C:14]1[CH:19]=[CH:18][C:17]([C:20](=[O:26])[CH2:21][CH2:22][C:23]([OH:25])=[O:24])=[CH:16][CH:15]=1)(=[O:12])[CH3:11]. (4) Given the reactants Br[C:2]1[CH:19]=[CH:18][C:5]2[N:6]=[C:7]([N:9]3[CH2:14][CH2:13][N:12]([CH:15]4[CH2:17][CH2:16]4)[CH2:11][CH2:10]3)[S:8][C:4]=2[CH:3]=1.[C:20]([NH2:23])(=[O:22])[CH3:21].C([O-])([O-])=O.[Cs+].[Cs+].CC1(C)C2C(=C(P(C3C=CC=CC=3)C3C=CC=CC=3)C=CC=2)OC2C(P(C3C=CC=CC=3)C3C=CC=CC=3)=CC=CC1=2, predict the reaction product. The product is: [CH:15]1([N:12]2[CH2:13][CH2:14][N:9]([C:7]3[S:8][C:4]4[CH:3]=[C:2]([NH:23][C:20](=[O:22])[CH3:21])[CH:19]=[CH:18][C:5]=4[N:6]=3)[CH2:10][CH2:11]2)[CH2:17][CH2:16]1. (5) The product is: [CH3:27][O:28][C:29](=[O:33])[CH2:30][CH2:31][NH:32][C:5](=[O:7])[C:4]1[CH:8]=[CH:9][C:10]([CH:11]([CH3:25])[C:12]([C:18]2[CH:23]=[CH:22][N:21]=[C:20]([Cl:24])[CH:19]=2)([OH:17])[C:13]([F:15])([F:16])[F:14])=[C:2]([Cl:1])[CH:3]=1. Given the reactants [Cl:1][C:2]1[CH:3]=[C:4]([CH:8]=[CH:9][C:10]=1[CH:11]([CH3:25])[C:12]([C:18]1[CH:23]=[CH:22][N:21]=[C:20]([Cl:24])[CH:19]=1)([OH:17])[C:13]([F:16])([F:15])[F:14])[C:5]([OH:7])=O.Cl.[CH3:27][O:28][C:29](=[O:33])[CH2:30][CH2:31][NH2:32].CN(C(ON1N=NC2C=CC=CC1=2)=[N+](C)C)C.F[P-](F)(F)(F)(F)F, predict the reaction product. (6) Given the reactants CC(CC)[O-].CC(CC)[O-].CC(CC)[O-].[Al+3].C1(O)CCCCC1.[CH3:24][C:25]1[CH:26]=[CH:27][C:28]2[CH:29]=[C:30]3[C:43]([C:44](=O)[C:45]=2[CH:46]=1)=[CH:42][C:41]1[C:32]([C:33](=O)[C:34]2[C:39]([CH:40]=1)=[CH:38][CH:37]=[C:36]([CH3:48])[CH:35]=2)=[CH:31]3.Cl, predict the reaction product. The product is: [CH3:24][C:25]1[CH:26]=[CH:27][C:28]2[C:45](=[CH:44][C:43]3[C:30]([CH:29]=2)=[CH:31][C:32]2[C:41](=[CH:40][C:39]4[C:34]([CH:33]=2)=[CH:35][C:36]([CH3:48])=[CH:37][CH:38]=4)[CH:42]=3)[CH:46]=1. (7) Given the reactants [N+:1]([C:4]1[CH:9]=[CH:8][C:7]([C@@H:10]([CH3:19])[CH2:11][NH:12][S:13]([CH:16]([CH3:18])[CH3:17])(=[O:15])=[O:14])=[CH:6][CH:5]=1)([O-])=O.C(N(CC)CC)C.[F:27][C:28]1[CH:29]=[C:30]([CH:34]=[C:35]([F:37])[CH:36]=1)[C:31](Cl)=[O:32], predict the reaction product. The product is: [CH3:19][C@H:10]([C:7]1[CH:8]=[CH:9][C:4]([NH:1][C:31]([C:30]2[CH:29]=[C:28]([F:27])[CH:36]=[C:35]([F:37])[CH:34]=2)=[O:32])=[CH:5][CH:6]=1)[CH2:11][NH:12][S:13]([CH:16]([CH3:18])[CH3:17])(=[O:15])=[O:14]. (8) Given the reactants [H-].[Na+].[CH3:3][N:4]1[CH2:9][CH2:8][NH:7][C:6](=[O:10])[CH2:5]1.CS(O[CH2:16][CH:17]1[CH2:22][CH2:21][N:20]([C:23]([O:25][C:26]([CH3:29])([CH3:28])[CH3:27])=[O:24])[CH2:19][CH2:18]1)(=O)=O, predict the reaction product. The product is: [CH3:3][N:4]1[CH2:9][CH2:8][N:7]([CH2:16][CH:17]2[CH2:22][CH2:21][N:20]([C:23]([O:25][C:26]([CH3:27])([CH3:29])[CH3:28])=[O:24])[CH2:19][CH2:18]2)[C:6](=[O:10])[CH2:5]1.